Dataset: Forward reaction prediction with 1.9M reactions from USPTO patents (1976-2016). Task: Predict the product of the given reaction. (1) Given the reactants C([O:4][CH2:5][C:6]1[CH:11]=[CH:10][N:9]2[N:12]=[C:13]([NH:26][C:27](=[O:32])[C:28]([F:31])([F:30])[F:29])[C:14]([C:15]([NH:17][C:18]3[CH:19]=[N:20][CH:21]=[CH:22][C:23]=3[O:24][CH3:25])=[O:16])=[C:8]2[N:7]=1)C=C.CN1C(=O)CC(=O)N(C)C1=O.C(Cl)Cl.CO, predict the reaction product. The product is: [OH:4][CH2:5][C:6]1[CH:11]=[CH:10][N:9]2[N:12]=[C:13]([NH:26][C:27](=[O:32])[C:28]([F:30])([F:31])[F:29])[C:14]([C:15]([NH:17][C:18]3[CH:19]=[N:20][CH:21]=[CH:22][C:23]=3[O:24][CH3:25])=[O:16])=[C:8]2[N:7]=1. (2) Given the reactants [OH:1][N:2]=[CH:3][C:4](=[N:11][NH:12][C:13](=[O:20])[C:14]1[CH:19]=[CH:18][CH:17]=[CH:16][CH:15]=1)[C:5]1[CH:10]=[CH:9][CH:8]=[CH:7][CH:6]=1.[OH-].[K+].[CH2:23](Br)[C:24]1[CH:29]=[CH:28][CH:27]=[CH:26][CH:25]=1, predict the reaction product. The product is: [CH2:23]([O:1][N:2]=[CH:3][C:4](=[N:11][NH:12][C:13](=[O:20])[C:14]1[CH:19]=[CH:18][CH:17]=[CH:16][CH:15]=1)[C:5]1[CH:10]=[CH:9][CH:8]=[CH:7][CH:6]=1)[C:24]1[CH:29]=[CH:28][CH:27]=[CH:26][CH:25]=1. (3) Given the reactants Br[C:2]1[CH:3]=[C:4]([CH:19]=[CH:20][C:21]=1[N:22]1[CH2:26][C@H:25]([OH:27])[C@@H:24]([OH:28])[CH2:23]1)[C:5]([NH:7][C:8]1[CH:13]=[CH:12][C:11]([O:14][C:15]([F:18])([F:17])[F:16])=[CH:10][CH:9]=1)=[O:6].[CH3:29][C:30]1[N:35]=[CH:34][C:33](B(O)O)=[CH:32][CH:31]=1, predict the reaction product. The product is: [OH:28][C@@H:24]1[C@@H:25]([OH:27])[CH2:26][N:22]([C:21]2[CH:20]=[CH:19][C:4]([C:5]([NH:7][C:8]3[CH:13]=[CH:12][C:11]([O:14][C:15]([F:18])([F:17])[F:16])=[CH:10][CH:9]=3)=[O:6])=[CH:3][C:2]=2[C:33]2[CH:34]=[N:35][C:30]([CH3:29])=[CH:31][CH:32]=2)[CH2:23]1. (4) Given the reactants [CH:1]1([C:6]2[CH:11]=[CH:10][C:9]([NH:12][C:13](=[O:15])[CH3:14])=[CH:8][CH:7]=2)[CH2:5][CH2:4][CH2:3][CH2:2]1.C(OC(=O)C)(=O)C.[N+:23]([O-])([OH:25])=[O:24], predict the reaction product. The product is: [CH:1]1([C:6]2[CH:7]=[CH:8][C:9]([NH:12][C:13](=[O:15])[CH3:14])=[C:10]([N+:23]([O-:25])=[O:24])[CH:11]=2)[CH2:2][CH2:3][CH2:4][CH2:5]1.